This data is from Reaction yield outcomes from USPTO patents with 853,638 reactions. The task is: Predict the reaction yield, written as a fraction of the theoretical maximum amount of product (1.0 means a 100% yield; for example, 0.34 means a 34% yield). The reactants are [Br:1][C:2]1[CH:7]=[CH:6][C:5]([C:8]2[CH2:13][CH2:12][N:11]=[CH:10][CH:9]=2)=[CH:4][CH:3]=1.[C:14](O[C:14]([O:16][C:17]([CH3:20])([CH3:19])[CH3:18])=[O:15])([O:16][C:17]([CH3:20])([CH3:19])[CH3:18])=[O:15].CCN(CC)CC. The catalyst is CN(C1C=CN=CC=1)C.C(Cl)Cl. The product is [Br:1][C:2]1[CH:7]=[CH:6][C:5]([C:8]2[CH2:13][CH2:12][N:11]([C:14]([O:16][C:17]([CH3:20])([CH3:19])[CH3:18])=[O:15])[CH2:10][CH:9]=2)=[CH:4][CH:3]=1. The yield is 0.910.